Dataset: Forward reaction prediction with 1.9M reactions from USPTO patents (1976-2016). Task: Predict the product of the given reaction. (1) Given the reactants [CH3:1][O:2][C:3]1[N:4]=[C:5]2[C:10](=[CH:11][CH:12]=1)[N:9]=[CH:8][CH:7]=[C:6]2[CH2:13][CH2:14][C:15]1([OH:23])[CH2:20][CH2:19][N:18]([N:21]=O)[CH2:17][CH2:16]1.[H-].[H-].[H-].[H-].[Li+].[Al+3], predict the reaction product. The product is: [NH2:21][N:18]1[CH2:19][CH2:20][C:15]([CH2:14][CH2:13][C:6]2[C:5]3[C:10](=[CH:11][CH:12]=[C:3]([O:2][CH3:1])[N:4]=3)[N:9]=[CH:8][CH:7]=2)([OH:23])[CH2:16][CH2:17]1. (2) Given the reactants [CH3:1][O:2][C:3]1[CH:8]=[CH:7][C:6]([C:9]2[N:13]3[N:14]=[C:15]([CH3:19])[CH:16]=[C:17](O)[C:12]3=[CH:11][C:10]=2[CH3:20])=[C:5]([CH3:21])[CH:4]=1.P(Br)(Br)[Br:23].C([O-])(O)=O.[Na+], predict the reaction product. The product is: [Br:23][C:17]1[C:12]2[N:13]([C:9]([C:6]3[CH:7]=[CH:8][C:3]([O:2][CH3:1])=[CH:4][C:5]=3[CH3:21])=[C:10]([CH3:20])[CH:11]=2)[N:14]=[C:15]([CH3:19])[CH:16]=1. (3) Given the reactants [Cl:1][C:2]1[N:3]=[C:4]2[C:10]([I:11])=[CH:9][NH:8][C:5]2=[N:6][CH:7]=1.[CH:12]([Si:15](Cl)([CH:19]([CH3:21])[CH3:20])[CH:16]([CH3:18])[CH3:17])([CH3:14])[CH3:13], predict the reaction product. The product is: [Cl:1][C:2]1[N:3]=[C:4]2[C:10]([I:11])=[CH:9][N:8]([Si:15]([CH:19]([CH3:21])[CH3:20])([CH:16]([CH3:18])[CH3:17])[CH:12]([CH3:14])[CH3:13])[C:5]2=[N:6][CH:7]=1. (4) Given the reactants Br[CH2:2][CH2:3][CH2:4][CH2:5][O:6][C:7]1[CH:22]=[CH:21][C:10]2[C:11]([C:14]3[CH:19]=[CH:18][C:17]([Br:20])=[CH:16][CH:15]=3)=[N:12][S:13][C:9]=2[CH:8]=1.[CH3:23][NH:24][CH2:25][CH2:26][OH:27], predict the reaction product. The product is: [Br:20][C:17]1[CH:18]=[CH:19][C:14]([C:11]2[C:10]3[CH:21]=[CH:22][C:7]([O:6][CH2:5][CH2:4][CH2:3][CH2:2][N:24]([CH3:23])[CH2:25][CH2:26][OH:27])=[CH:8][C:9]=3[S:13][N:12]=2)=[CH:15][CH:16]=1. (5) Given the reactants Cl[C:2]1[C:3]2[NH:10][CH:9]=[C:8]([C:11]([C:17]3[CH:18]=[C:19]4[C:23](=[CH:24][CH:25]=3)[N:22]([C:26]3[CH:31]=[CH:30][C:29]([F:32])=[CH:28][CH:27]=3)[N:21]=[CH:20]4)([OH:16])[C:12]([F:15])([F:14])[F:13])[C:4]=2[N:5]=[CH:6][N:7]=1.FC(F)(F)C(O)=[O:36], predict the reaction product. The product is: [F:13][C:12]([F:15])([F:14])[C:11]([C:8]1[C:4]2[N:5]=[CH:6][NH:7][C:2](=[O:36])[C:3]=2[NH:10][CH:9]=1)([C:17]1[CH:18]=[C:19]2[C:23](=[CH:24][CH:25]=1)[N:22]([C:26]1[CH:27]=[CH:28][C:29]([F:32])=[CH:30][CH:31]=1)[N:21]=[CH:20]2)[OH:16].